The task is: Predict which catalyst facilitates the given reaction.. This data is from Catalyst prediction with 721,799 reactions and 888 catalyst types from USPTO. Reactant: [Br:1][C:2]1[C:3]([C:9]#[N:10])=[N:4][CH:5]=[C:6](F)[CH:7]=1.[NH2:11][C@@H:12]1[CH2:17][CH2:16][CH2:15][CH2:14][C@@H:13]1[NH:18][C:19](=[O:25])[O:20][C:21]([CH3:24])([CH3:23])[CH3:22].CCN(C(C)C)C(C)C. Product: [Br:1][C:2]1[CH:7]=[C:6]([NH:11][C@@H:12]2[CH2:17][CH2:16][CH2:15][CH2:14][C@@H:13]2[NH:18][C:19](=[O:25])[O:20][C:21]([CH3:23])([CH3:22])[CH3:24])[CH:5]=[N:4][C:3]=1[C:9]#[N:10]. The catalyst class is: 296.